This data is from Forward reaction prediction with 1.9M reactions from USPTO patents (1976-2016). The task is: Predict the product of the given reaction. (1) Given the reactants [CH3:1][O:2][C:3]1[C:17]([O:18][CH3:19])=[CH:16][CH:15]=[C:14]([C:20]2[CH:21]=[C:22]3[C:26](=[CH:27][CH:28]=2)[C:25](=[O:29])[O:24][CH2:23]3)[C:4]=1[O:5][CH2:6][C:7]([CH3:13])([CH3:12])[C:8]([O:10]C)=[O:9].[OH-].[Li+], predict the reaction product. The product is: [CH3:1][O:2][C:3]1[C:17]([O:18][CH3:19])=[CH:16][CH:15]=[C:14]([C:20]2[CH:21]=[C:22]3[C:26](=[CH:27][CH:28]=2)[C:25](=[O:29])[O:24][CH2:23]3)[C:4]=1[O:5][CH2:6][C:7]([CH3:13])([CH3:12])[C:8]([OH:10])=[O:9]. (2) Given the reactants C1(P(C2C=CC=CC=2)C2C=CC=CC=2)C=CC=CC=1.[F:20][C:21]1[C:26]([CH:27]([CH3:29])[CH3:28])=[CH:25][C:24]([C:30]2[CH:35]=[C:34]([CH3:36])[C:33]([C:37]([F:40])([F:39])[F:38])=[CH:32][C:31]=2[CH2:41]O)=[C:23]([O:43][CH3:44])[CH:22]=1.C(Br)(Br)(Br)[Br:46], predict the reaction product. The product is: [Br:46][CH2:41][C:31]1[CH:32]=[C:33]([C:37]([F:40])([F:39])[F:38])[C:34]([CH3:36])=[CH:35][C:30]=1[C:24]1[CH:25]=[C:26]([CH:27]([CH3:29])[CH3:28])[C:21]([F:20])=[CH:22][C:23]=1[O:43][CH3:44].